This data is from Full USPTO retrosynthesis dataset with 1.9M reactions from patents (1976-2016). The task is: Predict the reactants needed to synthesize the given product. (1) Given the product [Br:1][C:2]1[CH:11]=[C:10]2[C:5]([N:6]=[CH:7][C:8]([C:12]3[S:13][CH:14]=[CH:15][N:16]=3)=[N:9]2)=[C:4]([C:17]([NH:19][CH2:20][C:21]([OH:23])=[O:22])=[O:18])[C:3]=1[OH:26], predict the reactants needed to synthesize it. The reactants are: [Br:1][C:2]1[CH:11]=[C:10]2[C:5]([N:6]=[CH:7][C:8]([C:12]3[S:13][CH:14]=[CH:15][N:16]=3)=[N:9]2)=[C:4]([C:17]([NH:19][CH2:20][C:21]([O:23]CC)=[O:22])=[O:18])[C:3]=1[OH:26].[OH-].[Na+]. (2) Given the product [C:37]([CH:34]1[CH2:33][CH2:32][CH:31]([C:29]([NH:28][C@H:19]([C:16]2[NH:17][CH:18]=[C:14]([C:8]3[CH:9]=[CH:10][C:11]([Cl:13])=[CH:12][C:7]=3[Cl:6])[N:15]=2)[CH2:20][C:21]2[CH:26]=[CH:25][C:24]([O:27][CH2:50][C:47]3[CH:48]=[CH:49][C:44]([C:43]([OH:52])=[O:42])=[CH:45][CH:46]=3)=[CH:23][CH:22]=2)=[O:30])[CH2:36][CH2:35]1)([CH3:40])([CH3:39])[CH3:38], predict the reactants needed to synthesize it. The reactants are: N1C=CN=C1.[Cl:6][C:7]1[CH:12]=[C:11]([Cl:13])[CH:10]=[CH:9][C:8]=1[C:14]1[N:15]=[C:16]([C@@H:19]([NH:28][C:29]([CH:31]2[CH2:36][CH2:35][CH:34]([C:37]([CH3:40])([CH3:39])[CH3:38])[CH2:33][CH2:32]2)=[O:30])[CH2:20][C:21]2[CH:26]=[CH:25][C:24]([OH:27])=[CH:23][CH:22]=2)[NH:17][CH:18]=1.C[O:42][C:43](=[O:52])[C:44]1[CH:49]=[CH:48][C:47]([CH2:50]Br)=[CH:46][CH:45]=1. (3) Given the product [F:23][C:20]1([F:24])[CH2:21][CH2:22][N:17]([S:14]([C:8]2[N:5]3[CH:6]=[N:7][C:2]([NH:33][C:25](=[O:32])[C:26]4[CH:31]=[CH:30][CH:29]=[CH:28][CH:27]=4)=[CH:3][C:4]3=[N:10][C:9]=2[CH:11]([CH3:13])[CH3:12])(=[O:16])=[O:15])[CH2:18][CH2:19]1, predict the reactants needed to synthesize it. The reactants are: Cl[C:2]1[N:7]=[CH:6][N:5]2[C:8]([S:14]([N:17]3[CH2:22][CH2:21][C:20]([F:24])([F:23])[CH2:19][CH2:18]3)(=[O:16])=[O:15])=[C:9]([CH:11]([CH3:13])[CH3:12])[N:10]=[C:4]2[CH:3]=1.[C:25]([NH2:33])(=[O:32])[C:26]1[CH:31]=[CH:30][CH:29]=[CH:28][CH:27]=1. (4) Given the product [CH3:21][C:20]([C:2]1([OH:1])[CH2:6][CH2:5][N:4]([C:7]([O:9][CH2:10][C:11]2[CH:16]=[CH:15][CH:14]=[CH:13][CH:12]=2)=[O:8])[CH2:3]1)([CH3:22])[CH:19]=[CH2:18], predict the reactants needed to synthesize it. The reactants are: [O:1]=[C:2]1[CH2:6][CH2:5][N:4]([C:7]([O:9][CH2:10][C:11]2[CH:16]=[CH:15][CH:14]=[CH:13][CH:12]=2)=[O:8])[CH2:3]1.Br[CH2:18][CH:19]=[C:20]([CH3:22])[CH3:21].O1CCCC1. (5) Given the product [Cl:33][C:25]1[N:24]=[CH:23][C:22]([CH2:21][C:7]2[C:8]([C:12]3[CH:13]=[CH:14][C:15]([C:16]#[N:17])=[CH:18][CH:19]=3)=[C:9]([CH3:11])[NH:10][C:6]=2[CH:3]2[CH2:5][CH2:4]2)=[CH:32][C:26]=1[C:27]([O:29][CH2:30][CH3:31])=[O:28], predict the reactants needed to synthesize it. The reactants are: [H-].[Na+].[CH:3]1([C:6]2[NH:10][C:9]([CH3:11])=[C:8]([C:12]3[CH:19]=[CH:18][C:15]([C:16]#[N:17])=[CH:14][CH:13]=3)[CH:7]=2)[CH2:5][CH2:4]1.Br[CH2:21][C:22]1[CH:23]=[N:24][C:25]([Cl:33])=[C:26]([CH:32]=1)[C:27]([O:29][CH2:30][CH3:31])=[O:28].[Cl-].[Na+].